This data is from Peptide-MHC class II binding affinity with 134,281 pairs from IEDB. The task is: Regression. Given a peptide amino acid sequence and an MHC pseudo amino acid sequence, predict their binding affinity value. This is MHC class II binding data. (1) The peptide sequence is LVSDRPIMRYSVERG. The MHC is DRB1_0101 with pseudo-sequence DRB1_0101. The binding affinity (normalized) is 0.309. (2) The peptide sequence is RDGHEKPMNVQSLGW. The binding affinity (normalized) is 0.485. The MHC is DRB5_0101 with pseudo-sequence DRB5_0101. (3) The peptide sequence is VLTYNGKRLEPNWAS. The MHC is DRB1_0802 with pseudo-sequence DRB1_0802. The binding affinity (normalized) is 0. (4) The peptide sequence is STIFPFRRLFMVAEV. The MHC is DRB1_0901 with pseudo-sequence DRB1_0901. The binding affinity (normalized) is 0.405. (5) The peptide sequence is DKRHDGGCRKELAAV. The MHC is DRB1_0701 with pseudo-sequence DRB1_0701. The binding affinity (normalized) is 0.188. (6) The peptide sequence is KTGEKSRCYSIYLSI. The MHC is DRB1_0101 with pseudo-sequence DRB1_0101. The binding affinity (normalized) is 0.738. (7) The MHC is HLA-DPA10301-DPB10402 with pseudo-sequence HLA-DPA10301-DPB10402. The binding affinity (normalized) is 0.191. The peptide sequence is IGSRGRRSCRAARRP. (8) The peptide sequence is AFKVAAGAANAAPAN. The MHC is DRB1_1001 with pseudo-sequence DRB1_1001. The binding affinity (normalized) is 0.971. (9) The peptide sequence is RFDSDAASQR. The MHC is DRB1_0401 with pseudo-sequence DRB1_0401. The binding affinity (normalized) is 0.